Dataset: Catalyst prediction with 721,799 reactions and 888 catalyst types from USPTO. Task: Predict which catalyst facilitates the given reaction. (1) Reactant: Cl[CH:2]([C:8]([C:10]1[CH:15]=[CH:14][C:13]([F:16])=[CH:12][CH:11]=1)=[O:9])[C:3]([O:5][CH2:6][CH3:7])=[O:4].[C:17]([O-:20])(=[O:19])[CH3:18].[Na+]. Product: [C:17]([O:20][CH:2]([C:8]([C:10]1[CH:15]=[CH:14][C:13]([F:16])=[CH:12][CH:11]=1)=[O:9])[C:3]([O:5][CH2:6][CH3:7])=[O:4])(=[O:19])[CH3:18]. The catalyst class is: 15. (2) Reactant: C(O[C:4]([C:6]1[CH:15]=[C:14](Cl)[C:13]2[C:8](=[CH:9][CH:10]=[CH:11][CH:12]=2)[N:7]=1)=[O:5])C.[NH:17]1[CH2:22][CH2:21][O:20][CH2:19][CH2:18]1. Product: [N:17]1([C:4]([C:6]2[CH:15]=[C:14]([N:17]3[CH2:22][CH2:21][O:20][CH2:19][CH2:18]3)[C:13]3[C:8](=[CH:9][CH:10]=[CH:11][CH:12]=3)[N:7]=2)=[O:5])[CH2:22][CH2:21][O:20][CH2:19][CH2:18]1. The catalyst class is: 4.